Dataset: Retrosynthesis with 50K atom-mapped reactions and 10 reaction types from USPTO. Task: Predict the reactants needed to synthesize the given product. Given the product Cc1nc(N)nc(N[C@@H](C)c2nc3ccn(C)c3cc2[C@@H]2CCN(C(=O)OC(C)(C)C)C2)c1C#N, predict the reactants needed to synthesize it. The reactants are: C[C@H](N)c1nc2ccn(C)c2cc1C1CCN(C(=O)OC(C)(C)C)C1.Cc1nc(N)nc(Cl)c1C#N.